Dataset: NCI-60 drug combinations with 297,098 pairs across 59 cell lines. Task: Regression. Given two drug SMILES strings and cell line genomic features, predict the synergy score measuring deviation from expected non-interaction effect. (1) Drug 1: CS(=O)(=O)C1=CC(=C(C=C1)C(=O)NC2=CC(=C(C=C2)Cl)C3=CC=CC=N3)Cl. Drug 2: CC12CCC3C(C1CCC2=O)CC(=C)C4=CC(=O)C=CC34C. Cell line: NCI-H522. Synergy scores: CSS=23.8, Synergy_ZIP=1.72, Synergy_Bliss=0.829, Synergy_Loewe=-16.1, Synergy_HSA=0.685. (2) Drug 1: C1=NC2=C(N1)C(=S)N=CN2. Drug 2: COCCOC1=C(C=C2C(=C1)C(=NC=N2)NC3=CC=CC(=C3)C#C)OCCOC.Cl. Cell line: COLO 205. Synergy scores: CSS=21.1, Synergy_ZIP=-6.48, Synergy_Bliss=-1.40, Synergy_Loewe=-6.33, Synergy_HSA=-5.94. (3) Drug 1: C1C(C(OC1N2C=NC3=C(N=C(N=C32)Cl)N)CO)O. Drug 2: CC1CCCC2(C(O2)CC(NC(=O)CC(C(C(=O)C(C1O)C)(C)C)O)C(=CC3=CSC(=N3)C)C)C. Cell line: OVCAR-5. Synergy scores: CSS=50.5, Synergy_ZIP=-4.76, Synergy_Bliss=-7.12, Synergy_Loewe=-12.4, Synergy_HSA=-5.03.